Dataset: Full USPTO retrosynthesis dataset with 1.9M reactions from patents (1976-2016). Task: Predict the reactants needed to synthesize the given product. (1) Given the product [F:1][C:2]1[CH:3]=[CH:4][C:5]([CH3:13])=[C:6]2[C:11]=1[CH:10]=[N:9][C:8]([O:12][S:23]([C:22]([F:35])([F:34])[F:21])(=[O:25])=[O:24])=[CH:7]2, predict the reactants needed to synthesize it. The reactants are: [F:1][C:2]1[CH:3]=[CH:4][C:5]([CH3:13])=[C:6]2[C:11]=1[CH:10]=[N:9][C:8]([OH:12])=[CH:7]2.C(N(CC)CC)C.[F:21][C:22]([F:35])([F:34])[S:23](O[S:23]([C:22]([F:35])([F:34])[F:21])(=[O:25])=[O:24])(=[O:25])=[O:24]. (2) Given the product [C:31]([C:28]1[CH:27]=[CH:26][C:25]([NH:24][C:23]([CH:13]2[NH:12][CH:11]([CH2:34][C:35]([CH3:42])([CH3:41])[CH2:36][OH:37])[C:10]3([C:5]4[C:6](=[CH:7][C:2]([Cl:1])=[CH:3][CH:4]=4)[NH:8][C:9]3=[O:43])[CH:14]2[C:15]2[CH:20]=[CH:19][CH:18]=[C:17]([Cl:21])[C:16]=2[F:22])=[O:33])=[CH:30][CH:29]=1)#[N:32], predict the reactants needed to synthesize it. The reactants are: [Cl:1][C:2]1[CH:7]=[C:6]2[NH:8][C:9](=[O:43])[C@:10]3([C@@H:14]([C:15]4[CH:20]=[CH:19][CH:18]=[C:17]([Cl:21])[C:16]=4[F:22])[C@H:13]([C:23](=[O:33])[NH:24][C:25]4[CH:30]=[CH:29][C:28]([C:31]#[N:32])=[CH:27][CH:26]=4)[NH:12][C@H:11]3[CH2:34][C:35]([CH3:42])([CH3:41])[CH2:36][O:37]C(=O)C)[C:5]2=[CH:4][CH:3]=1.[OH-].[Na+].CO. (3) The reactants are: [NH2:1][C@@H:2]1[CH2:7][CH2:6][CH2:5][N:4]([C:8]([O:10][C:11]([CH3:14])([CH3:13])[CH3:12])=[O:9])[CH2:3]1.[S:15]1[CH:19]=[CH:18][N:17]=[C:16]1[C:20](O)=[O:21].CN(C(ON1N=NC2C=CC=NC1=2)=[N+](C)C)C.F[P-](F)(F)(F)(F)F.CCN(C(C)C)C(C)C. Given the product [S:15]1[CH:19]=[CH:18][N:17]=[C:16]1[C:20]([NH:1][C@@H:2]1[CH2:7][CH2:6][CH2:5][N:4]([C:8]([O:10][C:11]([CH3:14])([CH3:13])[CH3:12])=[O:9])[CH2:3]1)=[O:21], predict the reactants needed to synthesize it. (4) Given the product [CH:25]1([C:31]#[C:32][C:12]([C:15]2[N:16]=[C:17]([C:21]([O:23][CH3:24])=[O:22])[CH:18]=[CH:19][CH:20]=2)=[O:14])[CH2:30][CH2:29][CH2:28][CH2:27][CH2:26]1, predict the reactants needed to synthesize it. The reactants are: S(Cl)(Cl)=O.C1(C)C=CC=CC=1.[C:12]([C:15]1[CH:20]=[CH:19][CH:18]=[C:17]([C:21]([O:23][CH3:24])=[O:22])[N:16]=1)([OH:14])=O.[CH:25]1([C:31]#[CH:32])[CH2:30][CH2:29][CH2:28][CH2:27][CH2:26]1. (5) Given the product [C:21]([C:18]1[CH:19]=[CH:20][C:8]([C:4]2[CH:5]=[CH:6][CH:7]=[C:2]([NH:1][C:43](=[O:44])[C:38]3[CH:39]=[CH:40][CH:41]=[CH:42][N:37]=3)[C:3]=2[CH3:35])=[C:9]2[C:17]=1[NH:16][C:15]1[CH2:14][CH:13]([NH:24][C:25](=[O:34])[O:26][CH2:27][C:28]3[CH:29]=[CH:30][CH:31]=[CH:32][CH:33]=3)[CH2:12][CH2:11][C:10]2=1)(=[O:23])[NH2:22], predict the reactants needed to synthesize it. The reactants are: [NH2:1][C:2]1[C:3]([CH3:35])=[C:4]([C:8]2[CH:20]=[CH:19][C:18]([C:21](=[O:23])[NH2:22])=[C:17]3[C:9]=2[C:10]2[CH2:11][CH2:12][CH:13]([NH:24][C:25](=[O:34])[O:26][CH2:27][C:28]4[CH:33]=[CH:32][CH:31]=[CH:30][CH:29]=4)[CH2:14][C:15]=2[NH:16]3)[CH:5]=[CH:6][CH:7]=1.Cl.[N:37]1[CH:42]=[CH:41][CH:40]=[CH:39][C:38]=1[C:43](Cl)=[O:44]. (6) Given the product [I:1][C:2]1[CH:31]=[CH:30][CH:29]=[CH:28][C:3]=1[O:4][CH:5]1[CH2:10][CH2:9][N:8]([C:11]2[N:16]=[N:15][C:14]([C:17]3[CH:18]=[N:19][CH:20]=[C:21]([CH:27]=3)[C:22]([OH:24])=[O:23])=[CH:13][CH:12]=2)[CH2:7][CH2:6]1, predict the reactants needed to synthesize it. The reactants are: [I:1][C:2]1[CH:31]=[CH:30][CH:29]=[CH:28][C:3]=1[O:4][CH:5]1[CH2:10][CH2:9][N:8]([C:11]2[N:16]=[N:15][C:14]([C:17]3[CH:18]=[N:19][CH:20]=[C:21]([CH:27]=3)[C:22]([O:24]CC)=[O:23])=[CH:13][CH:12]=2)[CH2:7][CH2:6]1.[OH-].[Na+]. (7) Given the product [CH:25]1([NH:28][CH2:2][CH2:6][C:7]2[CH:8]=[C:9]([C:13]3[NH:17][C:16]4[CH:18]=[CH:19][CH:20]=[C:21]([C:22]([NH2:24])=[O:23])[C:15]=4[N:14]=3)[CH:10]=[CH:11][CH:12]=2)[CH2:27][CH2:26]1, predict the reactants needed to synthesize it. The reactants are: O1CCO[CH:2]1[CH2:6][C:7]1[CH:8]=[C:9]([C:13]2[NH:17][C:16]3[CH:18]=[CH:19][CH:20]=[C:21]([C:22]([NH2:24])=[O:23])[C:15]=3[N:14]=2)[CH:10]=[CH:11][CH:12]=1.[CH:25]1([NH2:28])[CH2:27][CH2:26]1.C([BH3-])#N.[Na+]. (8) Given the product [F:14][C:11]1([F:15])[CH2:12][CH2:13][N:8]([C:6]2[CH:5]=[C:4]([CH2:16][O:17][CH2:18][C:19]([F:22])([F:21])[F:20])[N:3]=[C:2]([NH:28][C:27]3[CH:29]=[CH:30][C:31]([C:32]4[CH:37]=[C:36]([CH3:38])[N:35]=[N:34][CH:33]=4)=[C:25]([O:24][CH3:23])[CH:26]=3)[N:7]=2)[CH2:9][CH2:10]1, predict the reactants needed to synthesize it. The reactants are: Cl[C:2]1[N:7]=[C:6]([N:8]2[CH2:13][CH2:12][C:11]([F:15])([F:14])[CH2:10][CH2:9]2)[CH:5]=[C:4]([CH2:16][O:17][CH2:18][C:19]([F:22])([F:21])[F:20])[N:3]=1.[CH3:23][O:24][C:25]1[CH:26]=[C:27]([CH:29]=[CH:30][C:31]=1[C:32]1[CH:37]=[C:36]([CH3:38])[N:35]=[N:34][CH:33]=1)[NH2:28].C(=O)([O-])[O-].[Cs+].[Cs+].C1(P(C2CCCCC2)C2C=CC=CC=2C2C=CC=CC=2)CCCCC1. (9) Given the product [C:30]([N:29]1[CH2:32][CH2:34][CH:4]([NH:6][S:17]([C:10]2[C:11]3[C:16](=[CH:15][CH:14]=[CH:13][CH:12]=3)[C:7]([NH:6][C:4](=[O:5])[C:3]3[C:21]([C:25]([F:28])([F:27])[F:26])=[CH:22][CH:23]=[CH:24][C:2]=3[F:1])=[CH:8][CH:9]=2)(=[O:19])=[O:18])[CH2:3][CH2:2]1)(=[O:31])[CH2:8][CH2:7][CH3:16], predict the reactants needed to synthesize it. The reactants are: [F:1][C:2]1[CH:24]=[CH:23][CH:22]=[C:21]([C:25]([F:28])([F:27])[F:26])[C:3]=1[C:4]([NH:6][C:7]1[C:16]2[C:11](=[CH:12][CH:13]=[CH:14][CH:15]=2)[C:10]([S:17](Cl)(=[O:19])=[O:18])=[CH:9][CH:8]=1)=[O:5].[N:29]([CH:32]([CH3:34])C)=[C:30]=[O:31]. (10) Given the product [CH:1]1[C:10]2[C:5](=[CH:6][CH:7]=[CH:8][CH:9]=2)[CH:4]=[CH:3][C:2]=1[NH:11][C:12](=[O:53])[C@H:13]([CH2:32][S:33][C:34]([C:47]1[CH:52]=[CH:51][CH:50]=[CH:49][CH:48]=1)([C:41]1[CH:42]=[CH:43][CH:44]=[CH:45][CH:46]=1)[C:35]1[CH:40]=[CH:39][CH:38]=[CH:37][CH:36]=1)[NH2:14], predict the reactants needed to synthesize it. The reactants are: [CH:1]1[C:10]2[C:5](=[CH:6][CH:7]=[CH:8][CH:9]=2)[CH:4]=[CH:3][C:2]=1[NH:11][C:12](=[O:53])[C@H:13]([CH2:32][S:33][C:34]([C:47]1[CH:52]=[CH:51][CH:50]=[CH:49][CH:48]=1)([C:41]1[CH:46]=[CH:45][CH:44]=[CH:43][CH:42]=1)[C:35]1[CH:40]=[CH:39][CH:38]=[CH:37][CH:36]=1)[NH:14]C(OCC1C2C(=CC=CC=2)C2C1=CC=CC=2)=O.N1CCCCC1.